This data is from Experimentally validated miRNA-target interactions with 360,000+ pairs, plus equal number of negative samples. The task is: Binary Classification. Given a miRNA mature sequence and a target amino acid sequence, predict their likelihood of interaction. (1) Result: 1 (interaction). The miRNA is hsa-miR-6086 with sequence GGAGGUUGGGAAGGGCAGAG. The protein sequence of the target gene is MLSESSSFLKGVMLGSIFCALITMLGHIRIGHGNRMHHHEHHHLQAPNKEDILKISEDERMELSKSFRVYCIILVKPKDVSLWAAVKETWTKHCDKAEFFSSENVKVFESINMDTNDMWLMMRKAYKYAFDKYRDQYNWFFLARPTTFAIIENLKYFLLKKDPSQPFYLGHTIKSGDLEYVGMEGGIVLSVESMKRLNSLLNIPEKCPEQGGMIWKISEDKQLAVCLKYAGVFAENAEDADGKDVFNTKSVGLSIKEAMTYHPNQVVEGCCSDMAVTFNGLTPNQMHVMMYGVYRLRAFG.... (2) The miRNA is hsa-miR-590-3p with sequence UAAUUUUAUGUAUAAGCUAGU. The protein sequence of the target gene is MAGASVKVAVRVRPFNARETSQDAKCVVSMQGNTTSIINPKQSKDAPKSFTFDYSYWSHTSTEDPQFASQQQVYRDIGEEMLLHAFEGYNVCIFAYGQTGAGKSYTMMGRQEPGQQGIVPQLCEDLFSRVSENQSAQLSYSVEVSYMEIYCERVRDLLNPKSRGSLRVREHPILGPYVQDLSKLAVTSYADIADLMDCGNKARTVAATNMNETSSRSHAVFTIVFTQRCHDQLTGLDSEKVSKISLVDLAGSERADSSGARGMRLKEGANINKSLTTLGKVISALADMQSKKRKSDFIPY.... Result: 1 (interaction). (3) The miRNA is mmu-miR-703 with sequence AAAACCUUCAGAAGGAAAGAA. The protein sequence of the target gene is MDPLFQQTHKQVHEIQSCMGRLETADKQSVHIVENEIQASIDQIFSRLERLEILSSKEPPNKRQNARLRVDQLKYDVQHLQTALRNFQHRRHAREQQERQREELLSRTFTTNDSDTTIPMDESLQFNSSLQKVHNGMDDLILDGHNILDGLRTQRLTLKGTQKKILDIANMLGLSNTVMRLIEKRAFQDKYFMIGGMLLTCVVMFLVVQYLT. Result: 0 (no interaction). (4) The miRNA is hsa-miR-4638-5p with sequence ACUCGGCUGCGGUGGACAAGU. The protein sequence of the target gene is MAAELVEAKNMVMSFRVSDLQMLLGFVGRSKSGLKHELVTRALQLVQFDCSPELFKKIKELYETRYAKKNSEPAPQPHRPLDPLTMHSTYDRAGAVPRTPLAGPNIDYPVLYGKYLNGLGRLPAKTLKPEVRLVKLPFFNMLDELLKPTELVPQNNEKLQESPCIFALTPRQVELIRNSRELQPGVKAVQVVLRICYSDTSCPQEDQYPPNIAVKVNHSYCSVPGYYPSNKPGVEPKRPCRPINLTHLMYLSSATNRITVTWGNYGKSYSVALYLVRQLTSSELLQRLKTIGVKHPELCK.... Result: 1 (interaction). (5) Result: 1 (interaction). The protein sequence of the target gene is MSFIMKLHRHFQRTVILLATFCMVSIIISAYYLYSGYKQENELSETASEVDCGDLQHLPYQLMEVKAMKLFDASRTDPTVLVFVESQYSSLGQDIIMILESSRFQYHIEIAPGKGDLPVLIDKMKGKYILIIYENILKYINMDSWNRSLLDKYCVEYGVGVIGFHKTSEKSVQSFQLKGFPFSIYGNLAVKDCCINPHSPLIRVTKSSKLEKGSLPGTDWTVFQINHSAYQPVIFAKVKTPENLSPSISKGAFYATIIHDLGLHDGIQRVLFGNNLNFWLHKLIFIDAISFLSGKRLTLS.... The miRNA is hsa-miR-876-3p with sequence UGGUGGUUUACAAAGUAAUUCA. (6) The miRNA is hsa-miR-122-3p with sequence AACGCCAUUAUCACACUAAAUA. The protein sequence of the target gene is MAAPMDCLESLEGDGDAGRRASGVEVALPSNPTAPAPLCPHGPTLLFVKVNQGKEETRKFYACSACRDRKDCNFFQWEDEKLSEARLAAREIHNQKCQPPLSRAQCIERYLSFIQLPLAQRKFCQSCQQLLLPADWREHGTHQLSADISVAQLGRPSQLLYPLENKKTHAQYLFADRSCQFLAGLLATLGFSRVLCVGAPRLHEQIRLTASGERSGMRSLLLDIDFRYSQFYLEGSFCRYNMFNHHFFDGKAALEVCKEFLQEEEGKGVIMVTDPPFGGLVEPLAITFKKLIAMWKEGQS.... Result: 0 (no interaction). (7) The miRNA is hsa-miR-548ao-5p with sequence AGAAGUAACUACGGUUUUUGCA. The protein sequence of the target gene is MRQINQTQVTEFLLLGLSDGPHTEQLLFIVLLGVYLVTVLGNLLLISLVHVDSQLHTPMYFFLCNLSLADLCFSTNIVPQALVHLLSRKKVIAFTLCAARLLFFLIFGCTQCALLAVMSYDRYVAICNPLRYPNIMTWKVCVQLATGSWTSGILVSVVDTTFILRLPYRGSNSIAHFFCEAPALLILASTDTHASEMAIFLMGVVILLIPVFLILVSYGRIIVTVVKMKSTVGSLKAFSTCGSHLMVVILFYGSAIITYMTPKSSKQQEKSVSVFYAIVTPMLNPLIYSLRNKDVKAALR.... Result: 1 (interaction). (8) The miRNA is hsa-miR-190a-3p with sequence CUAUAUAUCAAACAUAUUCCU. The protein sequence of the target gene is MSLLLSFYLLGLLVSSGQALLQVTISLSKVELSVGESKFFTCTAIGEPESIDWYNPQGEKIISTQRVVVQKEGVRSRLTIYNANIEDAGIYRCQATDAKGQTQEATVVLEIYQKLTFREVVSPQEFKQGEDAEVVCRVSSSPAPAVSWLYHNEEVTTISDNRFAMLANNNLQILNINKSDEGIYRCEGRVEARGEIDFRDIIVIVNVPPAISMPQKSFNATAERGEEMTFSCRASGSPEPAISWFRNGKLIEENEKYILKGSNTELTVRNIINSDGGPYVCRATNKAGEDEKQAFLQVFV.... Result: 1 (interaction). (9) The miRNA is mmu-miR-297a-5p with sequence AUGUAUGUGUGCAUGUGCAUGU. Result: 1 (interaction). The protein sequence of the target gene is MGNVFEKLFKSLFGKKEMRILMVGLDAAGKTTILYKLKLGEIVTTIPTIGFNVETVEYKNISFTVWDVGGQDKIRPLWRHYFQNTQGLIFVVDSNDRERVNEAREELTRMLAEDELRDAVLLVFVNKQDLPNAMNAAEITDKLGLHSLRQRNWYIQATCATSGDGLYEGLDWLSNQLKNQK. (10) The miRNA is rno-miR-135b-5p with sequence UAUGGCUUUUCAUUCCUAUGUGA. The protein sequence of the target gene is MRVTLATIAWMVSFVSNYSHTANILPDIENEDFIKDCVRIHNKFRSEVKPTASDMLYMTWDPALAQIAKAWASNCQFSHNTRLKPPHKLHPNFTSLGENIWTGSVPIFSVSSAITNWYDEIQDYDFKTRICKKVCGHYTQVVWADSYKVGCAVQFCPKVSGFDALSNGAHFICNYGPGGNYPTWPYKRGATCSACPNNDKCLDNLCVNRQRDQVKRYYSVVYPGWPIYPRNRYTSLFLIVNSVILILSVIITILVQHKYPNLVLLD. Result: 0 (no interaction).